From a dataset of Full USPTO retrosynthesis dataset with 1.9M reactions from patents (1976-2016). Predict the reactants needed to synthesize the given product. (1) The reactants are: [NH2:1][C:2]1[N:10]=[C:9]([CH2:11][O:12][CH3:13])[CH:8]=[CH:7][C:3]=1[C:4]([OH:6])=O.[CH3:14][C:15]1[CH:16]=[C:17]([O:21][C:22]2[CH:29]=[CH:28][C:25]([CH2:26][NH2:27])=[CH:24][CH:23]=2)[CH:18]=[CH:19][CH:20]=1.CN([P+](ON1N=NC2C=CC=CC1=2)(N(C)C)N(C)C)C.F[P-](F)(F)(F)(F)F.C(=O)(O)[O-].[Na+]. Given the product [CH3:14][C:15]1[CH:16]=[C:17]([O:21][C:22]2[CH:29]=[CH:28][C:25]([CH2:26][NH:27][C:4](=[O:6])[C:3]3[CH:7]=[CH:8][C:9]([CH2:11][O:12][CH3:13])=[N:10][C:2]=3[NH2:1])=[CH:24][CH:23]=2)[CH:18]=[CH:19][CH:20]=1, predict the reactants needed to synthesize it. (2) Given the product [C:5]([NH:13][CH:14]1[CH:23]=[CH:22][CH:21]=[CH:20][C:15]1([CH2:16][O:18][C:19]1[CH:10]=[CH:11][CH:6]=[CH:7][CH:8]=1)[C:3]([OH:4])=[O:1])(=[O:12])[C:6]1[CH:7]=[CH:8][CH:9]=[CH:10][CH:11]=1, predict the reactants needed to synthesize it. The reactants are: [OH-:1].[Na+].[CH3:3][OH:4].[C:5]([NH:13][C:14]1[CH:23]=[C:22](COC2C=CC=CC=2)[CH:21]=[CH:20][C:15]=1[C:16]([O:18][CH3:19])=O)(=[O:12])[C:6]1[CH:11]=[CH:10][CH:9]=[CH:8][CH:7]=1. (3) Given the product [CH3:16][N:17]([CH3:31])[CH2:18][CH2:19][O:20][C:21]1[C:26]([O:27][CH2:28][CH2:29][O:30][C:2]2[C:3]([N:8]3[CH2:13][CH2:12][NH:11][CH2:10][C@H:9]3[CH3:14])=[N:4][CH:5]=[CH:6][N:7]=2)=[CH:25][CH:24]=[CH:23][N:22]=1, predict the reactants needed to synthesize it. The reactants are: Cl[C:2]1[C:3]([N:8]2[CH2:13][CH2:12][NH:11][CH2:10][C@H:9]2[CH3:14])=[N:4][CH:5]=[CH:6][N:7]=1.C.[CH3:16][N:17]([CH3:31])[CH2:18][CH2:19][O:20][C:21]1[C:26]([O:27][CH2:28][CH2:29][OH:30])=[CH:25][CH:24]=[CH:23][N:22]=1.C1COCC1.CC(C)([O-])C.[K+]. (4) Given the product [C:19]([O:23][C:24](=[O:54])[NH:25][C:26]1([C:30]2[CH:31]=[CH:32][C:33]([C:36]3[C:45]([C:46]4[CH:47]=[CH:48][CH:49]=[CH:50][CH:51]=4)=[CH:44][C:43]4[C:42]5=[N:52][N:53]=[C:1]([CH3:2])[N:41]5[CH:40]=[CH:39][C:38]=4[N:37]=3)=[CH:34][CH:35]=2)[CH2:29][CH2:28][CH2:27]1)([CH3:22])([CH3:20])[CH3:21], predict the reactants needed to synthesize it. The reactants are: [CH2:1](Cl)[CH2:2]Cl.C1C=CC2N(O)N=NC=2C=1.C(O)(=O)C.[C:19]([O:23][C:24](=[O:54])[NH:25][C:26]1([C:30]2[CH:35]=[CH:34][C:33]([C:36]3[C:45]([C:46]4[CH:51]=[CH:50][CH:49]=[CH:48][CH:47]=4)=[CH:44][C:43]4[C:38](=[CH:39][CH:40]=[N:41][C:42]=4[NH:52][NH2:53])[N:37]=3)=[CH:32][CH:31]=2)[CH2:29][CH2:28][CH2:27]1)([CH3:22])([CH3:21])[CH3:20].C(=O)(O)[O-].[Na+]. (5) Given the product [CH3:10][O:11][CH2:12][CH2:13][O:14][C:15]1[CH:20]=[CH:19][N:18]2[C:2]([C:3]([O:5][CH2:6][CH3:7])=[O:4])=[CH:8][N:21]=[C:17]2[CH:16]=1, predict the reactants needed to synthesize it. The reactants are: Cl[CH:2]([CH:8]=O)[C:3]([O:5][CH2:6][CH3:7])=[O:4].[CH3:10][O:11][CH2:12][CH2:13][O:14][C:15]1[CH:20]=[CH:19][N:18]=[C:17]([NH2:21])[CH:16]=1. (6) Given the product [CH3:13][NH:11][C:3]1[CH:2]=[N:1][C:10]2[C:5]([CH:4]=1)=[CH:6][CH:7]=[CH:8][CH:9]=2, predict the reactants needed to synthesize it. The reactants are: [N:1]1[C:10]2[C:5](=[CH:6][CH:7]=[CH:8][CH:9]=2)[CH:4]=[C:3]([NH2:11])[CH:2]=1.F[C:13](F)(F)C(O)=O.